This data is from NCI-60 drug combinations with 297,098 pairs across 59 cell lines. The task is: Regression. Given two drug SMILES strings and cell line genomic features, predict the synergy score measuring deviation from expected non-interaction effect. (1) Drug 2: C1=CC=C(C(=C1)C(C2=CC=C(C=C2)Cl)C(Cl)Cl)Cl. Synergy scores: CSS=0.714, Synergy_ZIP=0.434, Synergy_Bliss=2.72, Synergy_Loewe=0.931, Synergy_HSA=0.931. Drug 1: C1CCN(CC1)CCOC2=CC=C(C=C2)C(=O)C3=C(SC4=C3C=CC(=C4)O)C5=CC=C(C=C5)O. Cell line: UACC62. (2) Drug 1: C1=CC(=CC=C1CCC2=CNC3=C2C(=O)NC(=N3)N)C(=O)NC(CCC(=O)O)C(=O)O. Drug 2: CC12CCC3C(C1CCC2OP(=O)(O)O)CCC4=C3C=CC(=C4)OC(=O)N(CCCl)CCCl.[Na+]. Cell line: DU-145. Synergy scores: CSS=16.3, Synergy_ZIP=-2.49, Synergy_Bliss=0.935, Synergy_Loewe=-14.6, Synergy_HSA=1.19. (3) Drug 1: C1=C(C(=O)NC(=O)N1)F. Drug 2: COC1=NC(=NC2=C1N=CN2C3C(C(C(O3)CO)O)O)N. Cell line: M14. Synergy scores: CSS=24.2, Synergy_ZIP=7.23, Synergy_Bliss=7.32, Synergy_Loewe=-11.5, Synergy_HSA=1.72. (4) Drug 1: COC1=C2C(=CC3=C1OC=C3)C=CC(=O)O2. Drug 2: B(C(CC(C)C)NC(=O)C(CC1=CC=CC=C1)NC(=O)C2=NC=CN=C2)(O)O. Cell line: HOP-62. Synergy scores: CSS=61.6, Synergy_ZIP=0.841, Synergy_Bliss=2.76, Synergy_Loewe=-19.3, Synergy_HSA=1.57.